From a dataset of Full USPTO retrosynthesis dataset with 1.9M reactions from patents (1976-2016). Predict the reactants needed to synthesize the given product. (1) Given the product [Cl:1][C:2]1[CH:3]=[C:4]([CH2:9][C:10]([OH:12])=[O:11])[CH:5]=[C:6]([O:8][C:25]2[CH:26]=[CH:27][C:22]([S:19]([CH2:18][C:17]3[CH:30]=[CH:31][C:14]([Cl:13])=[CH:15][CH:16]=3)(=[O:20])=[O:21])=[CH:23][C:24]=2[F:29])[CH:7]=1, predict the reactants needed to synthesize it. The reactants are: [Cl:1][C:2]1[CH:3]=[C:4]([CH2:9][C:10]([OH:12])=[O:11])[CH:5]=[C:6]([OH:8])[CH:7]=1.[Cl:13][C:14]1[CH:31]=[CH:30][C:17]([CH2:18][S:19]([C:22]2[CH:27]=[CH:26][C:25](F)=[C:24]([F:29])[CH:23]=2)(=[O:21])=[O:20])=[CH:16][CH:15]=1. (2) Given the product [O:10]1[CH:14]=[CH:13][C:12]([C:2]2[CH:9]=[CH:8][C:5]([CH:6]=[O:7])=[CH:4][N:3]=2)=[CH:11]1, predict the reactants needed to synthesize it. The reactants are: Br[C:2]1[CH:9]=[CH:8][C:5]([CH:6]=[O:7])=[CH:4][N:3]=1.[O:10]1[CH:14]=[CH:13][C:12](B(O)O)=[CH:11]1. (3) Given the product [Br:7][C:3]1[CH2:4][CH2:5][CH2:6][C:2]=1[C:17]1[CH:18]=[C:19]([Cl:22])[CH:20]=[CH:21][C:16]=1[O:15][CH2:8][C:9]1[CH:10]=[CH:11][CH:12]=[CH:13][CH:14]=1, predict the reactants needed to synthesize it. The reactants are: Br[C:2]1[CH2:6][CH2:5][CH2:4][C:3]=1[Br:7].[CH2:8]([O:15][C:16]1[CH:21]=[CH:20][C:19]([Cl:22])=[CH:18][C:17]=1B(O)O)[C:9]1[CH:14]=[CH:13][CH:12]=[CH:11][CH:10]=1.C(=O)([O-])[O-].[K+].[K+].C1(C)C=CC=CC=1.C(O)C. (4) Given the product [Cl:29][C:26]1[CH:27]=[CH:28][C:23]([S:22][C:17]2[CH:18]=[CH:19][CH:20]=[CH:21][C:16]=2[C:12]2[CH2:13][CH2:14][NH:9][CH2:10][CH:11]=2)=[CH:24][CH:25]=1, predict the reactants needed to synthesize it. The reactants are: Cl.C(OC([N:9]1[CH2:14][CH2:13][C:12]([C:16]2[CH:21]=[CH:20][CH:19]=[CH:18][C:17]=2[S:22][C:23]2[CH:28]=[CH:27][C:26]([Cl:29])=[CH:25][CH:24]=2)(O)[CH2:11][CH2:10]1)=O)(C)(C)C.[OH-].[Na+]. (5) Given the product [Cl:29][C:30]1[CH:35]=[C:34]([N:24]([C:5]2[C:4]([CH:1]3[CH2:3][CH2:2]3)=[CH:23][C:8]3[C:9]([C:19]([NH:21][CH3:22])=[O:20])=[C:10]([C:12]4[CH:17]=[CH:16][C:15]([F:18])=[CH:14][CH:13]=4)[O:11][C:7]=3[CH:6]=2)[S:25]([CH3:28])(=[O:27])=[O:26])[CH:33]=[CH:32][C:31]=1[N+:37]([O-:39])=[O:38], predict the reactants needed to synthesize it. The reactants are: [CH:1]1([C:4]2[C:5]([NH:24][S:25]([CH3:28])(=[O:27])=[O:26])=[CH:6][C:7]3[O:11][C:10]([C:12]4[CH:17]=[CH:16][C:15]([F:18])=[CH:14][CH:13]=4)=[C:9]([C:19]([NH:21][CH3:22])=[O:20])[C:8]=3[CH:23]=2)[CH2:3][CH2:2]1.[Cl:29][C:30]1[CH:35]=[C:34](F)[CH:33]=[CH:32][C:31]=1[N+:37]([O-:39])=[O:38].C(=O)([O-])[O-].[K+].[K+].